From a dataset of Reaction yield outcomes from USPTO patents with 853,638 reactions. Predict the reaction yield, written as a fraction of the theoretical maximum amount of product (1.0 means a 100% yield; for example, 0.34 means a 34% yield). (1) The catalyst is O1CCOCC1.O. The reactants are [CH:1]1([C:7]2[C:8]3[CH:9]=[CH:10][C:11]([C:35]([O:37]C)=[O:36])=[CH:12][C:13]=3[N:14]3[CH2:21][CH2:20][N:19]([C:22](=[O:29])[CH2:23][N:24]4[CH:28]=[CH:27][N:26]=[CH:25]4)[CH2:18][C:17]4[CH:30]=[C:31]([F:34])[CH:32]=[CH:33][C:16]=4[C:15]=23)[CH2:6][CH2:5][CH2:4][CH2:3][CH2:2]1.[OH-].[K+]. The yield is 0.410. The product is [CH:1]1([C:7]2[C:8]3[CH:9]=[CH:10][C:11]([C:35]([OH:37])=[O:36])=[CH:12][C:13]=3[N:14]3[CH2:21][CH2:20][N:19]([C:22](=[O:29])[CH2:23][N:24]4[CH:28]=[CH:27][N:26]=[CH:25]4)[CH2:18][C:17]4[CH:30]=[C:31]([F:34])[CH:32]=[CH:33][C:16]=4[C:15]=23)[CH2:6][CH2:5][CH2:4][CH2:3][CH2:2]1. (2) The reactants are Cl[CH2:2][C:3]1[CH:8]=[CH:7][CH:6]=[C:5]([F:9])[CH:4]=1.[C:10]([O:14][C:15](=[O:28])[NH:16][CH2:17][CH2:18][C:19]1[CH:24]=[CH:23][C:22]([OH:25])=[C:21]([O:26][CH3:27])[CH:20]=1)([CH3:13])([CH3:12])[CH3:11].C([O-])([O-])=O.[K+].[K+].[I-].[K+]. The catalyst is CN(C)C=O. The product is [C:10]([O:14][C:15](=[O:28])[NH:16][CH2:17][CH2:18][C:19]1[CH:24]=[CH:23][C:22]([O:25][CH2:2][C:3]2[CH:8]=[CH:7][CH:6]=[C:5]([F:9])[CH:4]=2)=[C:21]([O:26][CH3:27])[CH:20]=1)([CH3:12])([CH3:13])[CH3:11]. The yield is 0.740. (3) The reactants are F[C:2]1[CH:14]=[CH:13][C:5]([C:6]([O:8][C:9]([CH3:12])([CH3:11])[CH3:10])=[O:7])=[CH:4][CH:3]=1.[CH2:15]([NH2:18])[CH2:16][NH2:17]. No catalyst specified. The product is [NH2:17][CH2:16][CH2:15][NH:18][C:2]1[CH:14]=[CH:13][C:5]([C:6]([O:8][C:9]([CH3:12])([CH3:11])[CH3:10])=[O:7])=[CH:4][CH:3]=1. The yield is 0.960. (4) The reactants are [F:1][C:2]1[CH:17]=[CH:16][C:5]([O:6][CH2:7][C:8]2[N:13]=[CH:12][C:11]([CH:14]=O)=[CH:10][CH:9]=2)=[CH:4][CH:3]=1.[N+:18]([CH3:21])([O-:20])=[O:19].C([O-])(=O)C.[NH4+].[BH4-].[Na+]. The catalyst is O.C(O)(=O)C.CS(C)=O.C(OCC)(=O)C. The product is [F:1][C:2]1[CH:17]=[CH:16][C:5]([O:6][CH2:7][C:8]2[CH:9]=[CH:10][C:11]([CH2:14][CH2:21][N+:18]([O-:20])=[O:19])=[CH:12][N:13]=2)=[CH:4][CH:3]=1. The yield is 0.0838. (5) The reactants are [NH2:1][C:2]1[CH:23]=[CH:22][C:5]([O:6][C:7]2[CH:12]=[CH:11][N:10]=[C:9]([NH:13][C:14]([N:16]3[CH2:21][CH2:20][O:19][CH2:18][CH2:17]3)=[O:15])[CH:8]=2)=[C:4]([F:24])[CH:3]=1.[C:25]1([CH2:31][C:32]([N:34]=[C:35]=[O:36])=[O:33])[CH:30]=[CH:29][CH:28]=[CH:27][CH:26]=1. The catalyst is CN(C)C=O.FC1C=C(NC(NC(=O)CC2C=CC=CC=2)=S)C=CC=1OC1N=CN=C(NC(N2CCCC2)=O)C=1.C(OCC)(=O)C. The product is [F:24][C:4]1[CH:3]=[C:2]([NH:1][C:35]([NH:34][C:32](=[O:33])[CH2:31][C:25]2[CH:26]=[CH:27][CH:28]=[CH:29][CH:30]=2)=[O:36])[CH:23]=[CH:22][C:5]=1[O:6][C:7]1[CH:12]=[CH:11][N:10]=[C:9]([NH:13][C:14]([N:16]2[CH2:17][CH2:18][O:19][CH2:20][CH2:21]2)=[O:15])[CH:8]=1. The yield is 0.120. (6) The reactants are [CH:1]1([CH2:4][OH:5])[CH2:3][CH2:2]1.[H-].[Na+].[Br:8][C:9]1[C:10](Cl)=[N:11][CH:12]=[C:13]([S:15]([CH3:18])(=[O:17])=[O:16])[CH:14]=1. The catalyst is CN(C=O)C. The product is [Br:8][C:9]1[C:10]([O:5][CH2:4][CH:1]2[CH2:3][CH2:2]2)=[N:11][CH:12]=[C:13]([S:15]([CH3:18])(=[O:16])=[O:17])[CH:14]=1. The yield is 0.650. (7) The reactants are [OH-].[Na+].C1(C[O:10][C:11]([C:13]2([NH:19][C:20]([C:22]3[S:23][C:24]4[CH:30]=[CH:29][CH:28]=[CH:27][C:25]=4[CH:26]=3)=[O:21])[CH2:18][CH2:17][CH2:16][CH2:15][CH2:14]2)=[O:12])C=CC=CC=1.CCOCC. The catalyst is O1CCCC1. The product is [S:23]1[C:24]2[CH:30]=[CH:29][CH:28]=[CH:27][C:25]=2[CH:26]=[C:22]1[C:20]([NH:19][C:13]1([C:11]([OH:12])=[O:10])[CH2:18][CH2:17][CH2:16][CH2:15][CH2:14]1)=[O:21]. The yield is 0.800. (8) The catalyst is C1COCC1. The product is [Br:1][C:2]1[CH:21]=[CH:20][C:5]([O:6][C:7]2[N:14]=[C:13]([N:15]([CH2:17][CH2:18][OH:19])[CH3:16])[CH:12]=[CH:11][C:8]=2[C:9]#[N:10])=[CH:4][C:3]=1[CH:22]=[O:23]. The yield is 0.890. The reactants are [Br:1][C:2]1[CH:21]=[CH:20][C:5]([O:6][C:7]2[N:14]=[C:13]([N:15]([CH2:17][CH2:18][OH:19])[CH3:16])[CH:12]=[CH:11][C:8]=2[C:9]#[N:10])=[CH:4][C:3]=1[CH:22]1OCC[O:23]1.Cl. (9) The reactants are [CH3:1][O:2][C:3]1[CH:12]=[C:11]2[C:6]([C:7]([NH:18][C:19]3[CH:23]=[C:22]([CH3:24])[NH:21][N:20]=3)=[N:8][C:9]([C:13]([O:15]CC)=O)=[N:10]2)=[CH:5][CH:4]=1.[F:25][C:26]1[CH:31]=[CH:30][C:29]([Mg]Br)=[CH:28][CH:27]=1.C1COCC1. The catalyst is CC(N(C)C)=O. The product is [F:25][C:26]1[CH:31]=[CH:30][C:29]([C:13]([C:9]2[N:8]=[C:7]([NH:18][C:19]3[CH:23]=[C:22]([CH3:24])[NH:21][N:20]=3)[C:6]3[C:11](=[CH:12][C:3]([O:2][CH3:1])=[CH:4][CH:5]=3)[N:10]=2)=[O:15])=[CH:28][CH:27]=1. The yield is 0.950.